Dataset: NCI-60 drug combinations with 297,098 pairs across 59 cell lines. Task: Regression. Given two drug SMILES strings and cell line genomic features, predict the synergy score measuring deviation from expected non-interaction effect. (1) Drug 1: CC1=C2C(C(=O)C3(C(CC4C(C3C(C(C2(C)C)(CC1OC(=O)C(C(C5=CC=CC=C5)NC(=O)OC(C)(C)C)O)O)OC(=O)C6=CC=CC=C6)(CO4)OC(=O)C)O)C)O. Drug 2: CNC(=O)C1=NC=CC(=C1)OC2=CC=C(C=C2)NC(=O)NC3=CC(=C(C=C3)Cl)C(F)(F)F. Cell line: A498. Synergy scores: CSS=18.8, Synergy_ZIP=5.01, Synergy_Bliss=8.04, Synergy_Loewe=2.70, Synergy_HSA=6.83. (2) Drug 1: C1C(C(OC1N2C=C(C(=O)NC2=O)F)CO)O. Drug 2: C1=NC(=NC(=O)N1C2C(C(C(O2)CO)O)O)N. Cell line: HCC-2998. Synergy scores: CSS=40.9, Synergy_ZIP=-4.88, Synergy_Bliss=-3.50, Synergy_Loewe=-7.65, Synergy_HSA=1.64. (3) Drug 1: C1=CC=C(C=C1)NC(=O)CCCCCCC(=O)NO. Drug 2: C#CCC(CC1=CN=C2C(=N1)C(=NC(=N2)N)N)C3=CC=C(C=C3)C(=O)NC(CCC(=O)O)C(=O)O. Cell line: HCT116. Synergy scores: CSS=71.8, Synergy_ZIP=29.7, Synergy_Bliss=2.85, Synergy_Loewe=71.9, Synergy_HSA=1.80. (4) Drug 1: CC1C(C(=O)NC(C(=O)N2CCCC2C(=O)N(CC(=O)N(C(C(=O)O1)C(C)C)C)C)C(C)C)NC(=O)C3=C4C(=C(C=C3)C)OC5=C(C(=O)C(=C(C5=N4)C(=O)NC6C(OC(=O)C(N(C(=O)CN(C(=O)C7CCCN7C(=O)C(NC6=O)C(C)C)C)C)C(C)C)C)N)C. Drug 2: CC1C(C(CC(O1)OC2CC(CC3=C2C(=C4C(=C3O)C(=O)C5=C(C4=O)C(=CC=C5)OC)O)(C(=O)CO)O)N)O.Cl. Cell line: PC-3. Synergy scores: CSS=25.3, Synergy_ZIP=1.53, Synergy_Bliss=4.74, Synergy_Loewe=1.58, Synergy_HSA=4.04. (5) Drug 1: C1=CC(=CC=C1CCC2=CNC3=C2C(=O)NC(=N3)N)C(=O)NC(CCC(=O)O)C(=O)O. Drug 2: C1=CC(=CC=C1C#N)C(C2=CC=C(C=C2)C#N)N3C=NC=N3. Cell line: A498. Synergy scores: CSS=17.3, Synergy_ZIP=1.76, Synergy_Bliss=1.16, Synergy_Loewe=-10.3, Synergy_HSA=0.675.